From a dataset of Full USPTO retrosynthesis dataset with 1.9M reactions from patents (1976-2016). Predict the reactants needed to synthesize the given product. (1) Given the product [F:1][C:2]1[CH:7]=[CH:6][C:5]([O:8][C:12]2[N:21]=[CH:20][C:19]([I:22])=[CH:18][C:13]=2[C:14]([O:16][CH3:17])=[O:15])=[CH:4][CH:3]=1, predict the reactants needed to synthesize it. The reactants are: [F:1][C:2]1[CH:7]=[CH:6][C:5]([OH:8])=[CH:4][CH:3]=1.[H-].[Na+].Cl[C:12]1[N:21]=[CH:20][C:19]([I:22])=[CH:18][C:13]=1[C:14]([O:16][CH3:17])=[O:15].O. (2) Given the product [NH2:8][C:5]1[N:6]=[CH:7][C:2]([C:25]2[CH:26]=[CH:27][C:22]([C:19]([OH:21])=[O:20])=[CH:23][CH:24]=2)=[CH:3][C:4]=1[O:9][CH2:10][C:11]1[C:16]([F:17])=[CH:15][CH:14]=[CH:13][C:12]=1[Cl:18], predict the reactants needed to synthesize it. The reactants are: Br[C:2]1[CH:3]=[C:4]([O:9][CH2:10][C:11]2[C:16]([F:17])=[CH:15][CH:14]=[CH:13][C:12]=2[Cl:18])[C:5]([NH2:8])=[N:6][CH:7]=1.[C:19]([C:22]1[CH:27]=[CH:26][C:25](B(O)O)=[CH:24][CH:23]=1)([OH:21])=[O:20].C(=O)([O-])[O-].[K+].[K+].CN(C)C=O.